From a dataset of Forward reaction prediction with 1.9M reactions from USPTO patents (1976-2016). Predict the product of the given reaction. (1) Given the reactants [CH:1]([NH:4][C:5]1[CH:10]=[CH:9][C:8]([CH:11]([CH2:14][CH3:15])[CH2:12][CH3:13])=[CH:7][CH:6]=1)([CH3:3])[CH3:2].C([O:24][CH2:25][C:26]1[S:27][CH:28]=[C:29]([C:31]2[CH:36]=[CH:35][C:34]([CH2:37]Cl)=[CH:33][CH:32]=2)[N:30]=1)(=O)C1C=CC=CC=1.C(=O)([O-])[O-].[K+].[K+].[I-].[K+], predict the reaction product. The product is: [CH:1]([N:4]([CH2:37][C:34]1[CH:33]=[CH:32][C:31]([C:29]2[N:30]=[C:26]([CH2:25][OH:24])[S:27][CH:28]=2)=[CH:36][CH:35]=1)[C:5]1[CH:6]=[CH:7][C:8]([CH:11]([CH2:14][CH3:15])[CH2:12][CH3:13])=[CH:9][CH:10]=1)([CH3:3])[CH3:2]. (2) The product is: [OH:27][C:25]([CH3:28])([CH3:26])[CH2:24][N:11]1[CH2:10][CH2:9][N:8]([C:1]([O:3][C:4]([CH3:7])([CH3:6])[CH3:5])=[O:2])[CH2:13][CH2:12]1. Given the reactants [C:1]([N:8]1[CH2:13][CH2:12][NH:11][CH2:10][CH2:9]1)([O:3][C:4]([CH3:7])([CH3:6])[CH3:5])=[O:2].CCN(C(C)C)C(C)C.Cl[CH2:24][C:25]([CH3:28])([OH:27])[CH3:26].CO.C(Cl)Cl, predict the reaction product. (3) Given the reactants [ClH:1].[CH2:2]1[C:6]2([CH2:11][CH2:10][NH:9][CH2:8][CH2:7]2)[CH2:5][CH2:4][N:3]1C(OC(C)(C)C)=O.[CH3:19][C:20]1([CH3:31])[CH2:24][C:23]2[CH:25]=[CH:26][CH:27]=[C:28]([CH:29]=O)[C:22]=2[O:21]1, predict the reaction product. The product is: [ClH:1].[CH3:19][C:20]1([CH3:31])[CH2:24][C:23]2[CH:25]=[CH:26][CH:27]=[C:28]([CH2:29][N:9]3[CH2:8][CH2:7][C:6]4([CH2:2][NH:3][CH2:4][CH2:5]4)[CH2:11][CH2:10]3)[C:22]=2[O:21]1. (4) Given the reactants [C:1]([N:5]1[CH:9]=[C:8]([CH2:10][CH2:11][CH2:12][CH3:13])[C:7](=[NH:14])[S:6]1)([CH3:4])([CH3:3])[CH3:2].[CH3:15][O:16][C:17]([C:19]12[CH2:26][CH2:25][C:22]([C:27](O)=[O:28])([CH2:23][CH2:24]1)[CH2:21][CH2:20]2)=[O:18], predict the reaction product. The product is: [CH2:10]([C:8]1=[CH:9][N:5]([C:1]([CH3:4])([CH3:3])[CH3:2])[S:6]/[C:7]/1=[N:14]\[C:27]([C:22]12[CH2:25][CH2:26][C:19]([C:17]([O:16][CH3:15])=[O:18])([CH2:20][CH2:21]1)[CH2:24][CH2:23]2)=[O:28])[CH2:11][CH2:12][CH3:13]. (5) Given the reactants [CH3:1][S:2](Cl)(=[O:4])=[O:3].Cl.[NH2:7][CH2:8][CH2:9][N:10]1[C:19]2[C:14](=[CH:15][CH:16]=[CH:17][CH:18]=2)[N:13]=[C:12]([C:20]2[S:21][CH:22]=[CH:23][CH:24]=2)[C:11]1=[O:25].C(N(CC)CC)C.O, predict the reaction product. The product is: [CH3:1][S:2]([NH:7][CH2:8][CH2:9][N:10]1[C:19]2[C:14](=[CH:15][CH:16]=[CH:17][CH:18]=2)[N:13]=[C:12]([C:20]2[S:21][CH:22]=[CH:23][CH:24]=2)[C:11]1=[O:25])(=[O:4])=[O:3]. (6) Given the reactants [CH3:1][O:2][C:3]1[CH:8]=[C:7]([CH2:9][C@@H:10]([C:12]([O:14][CH2:15][CH3:16])=[O:13])[NH2:11])[CH:6]=[CH:5][N:4]=1.[CH3:17][C:18]([O:21][C:22]([NH:24][CH2:25][C:26](O)=[O:27])=[O:23])([CH3:20])[CH3:19].CN(C(ON1N=NC2C=CC=NC1=2)=[N+](C)C)C.F[P-](F)(F)(F)(F)F.C(N(CC)C(C)C)(C)C, predict the reaction product. The product is: [C:18]([O:21][C:22]([NH:24][CH2:25][C:26]([NH:11][C@H:10]([C:12]([O:14][CH2:15][CH3:16])=[O:13])[CH2:9][C:7]1[CH:6]=[CH:5][N:4]=[C:3]([O:2][CH3:1])[CH:8]=1)=[O:27])=[O:23])([CH3:20])([CH3:19])[CH3:17]. (7) The product is: [CH3:1][C:2]1[C:3]([C:4]([O:6][CH3:7])=[O:5])=[CH:8][C:9]([NH2:15])=[C:10]([NH2:12])[CH:11]=1. Given the reactants [CH3:1][C:2]1[CH:11]=[C:10]([N+:12]([O-])=O)[C:9]([N+:15]([O-])=O)=[CH:8][C:3]=1[C:4]([O:6][CH3:7])=[O:5].C(O)C, predict the reaction product.